From a dataset of Reaction yield outcomes from USPTO patents with 853,638 reactions. Predict the reaction yield, written as a fraction of the theoretical maximum amount of product (1.0 means a 100% yield; for example, 0.34 means a 34% yield). (1) The reactants are C([O:3][C:4]([C:6]1[C:7]([S:18][CH2:19][CH3:20])=[N:8][C:9]2[C:14]([C:15]=1[OH:16])=[CH:13][CH:12]=[CH:11][C:10]=2[Cl:17])=[O:5])C.[OH-].[Na+].Cl. The catalyst is C1COCC1.CO. The product is [Cl:17][C:10]1[CH:11]=[CH:12][CH:13]=[C:14]2[C:9]=1[N:8]=[C:7]([S:18][CH2:19][CH3:20])[C:6]([C:4]([OH:5])=[O:3])=[C:15]2[OH:16]. The yield is 0.950. (2) The reactants are [CH3:1][O:2][C:3]([NH:5][C@@H:6]([CH:10]([CH3:12])[CH3:11])[C:7](O)=[O:8])=[O:4].CN(C(ON1N=NC2C=CC=NC1=2)=[N+](C)C)C.F[P-](F)(F)(F)(F)F.Cl.Cl.[Br:39][C:40]1[CH:45]=[CH:44][C:43]([C:46]2[N:47]=[C:48]([C@@H:51]3[CH2:55][C@H:54]([S:56][CH3:57])[CH2:53][NH:52]3)[NH:49][CH:50]=2)=[CH:42][CH:41]=1.C(N(CC)C(C)C)(C)C. The catalyst is CC(N(C)C)=O. The product is [CH3:1][O:2][C:3](=[O:4])[NH:5][C@H:6]([C:7]([N:52]1[CH2:53][C@@H:54]([S:56][CH3:57])[CH2:55][C@H:51]1[C:48]1[NH:49][CH:50]=[C:46]([C:43]2[CH:44]=[CH:45][C:40]([Br:39])=[CH:41][CH:42]=2)[N:47]=1)=[O:8])[CH:10]([CH3:12])[CH3:11]. The yield is 0.820. (3) The reactants are [NH2:1][C:2]1[CH:14]=[CH:13][C:12]([N+:15]([O-:17])=[O:16])=[CH:11][C:3]=1[C:4]([NH:6][CH2:7][CH:8]1[CH2:10][CH2:9]1)=[O:5].C1N=CN([C:23](N2C=NC=C2)=[O:24])C=1.O. The catalyst is C1COCC1. The product is [CH:8]1([CH2:7][N:6]2[C:4](=[O:5])[C:3]3[C:2](=[CH:14][CH:13]=[C:12]([N+:15]([O-:17])=[O:16])[CH:11]=3)[NH:1][C:23]2=[O:24])[CH2:10][CH2:9]1. The yield is 0.870. (4) The reactants are [NH:1]1[CH2:5][CH2:4][CH2:3][CH2:2]1.Br[CH2:7][C:8]1[CH:9]=[CH:10][C:11]([Cl:33])=[C:12]([CH:32]=1)[C:13]([NH:15][C:16](=[O:31])[NH:17][C:18]1[S:19][C:20]2[CH:26]=[C:25]([S:27]([CH3:30])(=[O:29])=[O:28])[CH:24]=[CH:23][C:21]=2[N:22]=1)=[O:14]. The catalyst is CC#N. The product is [Cl:33][C:11]1[CH:10]=[CH:9][C:8]([CH2:7][N:1]2[CH2:5][CH2:4][CH2:3][CH2:2]2)=[CH:32][C:12]=1[C:13]([NH:15][C:16](=[O:31])[NH:17][C:18]1[S:19][C:20]2[CH:26]=[C:25]([S:27]([CH3:30])(=[O:28])=[O:29])[CH:24]=[CH:23][C:21]=2[N:22]=1)=[O:14]. The yield is 0.710.